Dataset: Full USPTO retrosynthesis dataset with 1.9M reactions from patents (1976-2016). Task: Predict the reactants needed to synthesize the given product. (1) Given the product [CH3:1][O:2][C:3]1[CH:4]=[C:5]([NH:6][N:10]=[C:22]([C:23](=[O:25])[CH3:24])[C:19](=[O:21])[CH3:20])[CH:7]=[CH:8][CH:9]=1, predict the reactants needed to synthesize it. The reactants are: [CH3:1][O:2][C:3]1[CH:4]=[C:5]([CH:7]=[CH:8][CH:9]=1)[NH2:6].[N:10]([O-])=O.[Na+].C([O-])(=O)C.[Na+].[C:19]([CH2:22][C:23](=[O:25])[CH3:24])(=[O:21])[CH3:20]. (2) The reactants are: C([Li])CCC.[CH2:6]([C:14]1[CH:19]=[CH:18][C:17](I)=[CH:16][CH:15]=1)[CH2:7][CH2:8][CH2:9][CH2:10][CH2:11][CH2:12][CH3:13].C[O:22][B:23](OC)[O:24]C.Cl. Given the product [CH2:6]([C:14]1[CH:19]=[CH:18][C:17]([B:23]([OH:24])[OH:22])=[CH:16][CH:15]=1)[CH2:7][CH2:8][CH2:9][CH2:10][CH2:11][CH2:12][CH3:13], predict the reactants needed to synthesize it. (3) Given the product [F:25][C:2]([F:24])([F:1])[C:3]1[CH:8]=[CH:7][CH:6]=[CH:5][C:4]=1[CH2:9][N:10]([CH2:27][CH3:28])[CH:11]1[CH2:12][CH2:13][N:14]([C:17]([O:19][C:20]([CH3:22])([CH3:21])[CH3:23])=[O:18])[CH2:15][CH2:16]1, predict the reactants needed to synthesize it. The reactants are: [F:1][C:2]([F:25])([F:24])[C:3]1[CH:8]=[CH:7][CH:6]=[CH:5][C:4]=1[CH2:9][NH:10][CH:11]1[CH2:16][CH2:15][N:14]([C:17]([O:19][C:20]([CH3:23])([CH3:22])[CH3:21])=[O:18])[CH2:13][CH2:12]1.[Na].[CH:27](=O)[CH3:28]. (4) Given the product [CH3:1][O:2][C:3]([C:5]1[CH:14]=[CH:13][C:12]2[C:7](=[C:8]([O:15][S:25]([C:24]([F:37])([F:36])[F:23])(=[O:27])=[O:26])[CH:9]=[CH:10][CH:11]=2)[N:6]=1)=[O:4], predict the reactants needed to synthesize it. The reactants are: [CH3:1][O:2][C:3]([C:5]1[CH:14]=[CH:13][C:12]2[C:7](=[C:8]([OH:15])[CH:9]=[CH:10][CH:11]=2)[N:6]=1)=[O:4].CCN(CC)CC.[F:23][C:24]([F:37])([F:36])[S:25](O[S:25]([C:24]([F:37])([F:36])[F:23])(=[O:27])=[O:26])(=[O:27])=[O:26].C([O-])(O)=O.[Na+]. (5) Given the product [C:1]([O:7][CH2:8][C@H:9]([C:15]1[C:24]([CH3:25])=[CH:23][C:18]2[N:19]=[C:20]([NH2:22])[S:21][C:17]=2[C:16]=1[C:37]1[CH:38]=[CH:39][C:34]([Cl:33])=[CH:35][CH:36]=1)[O:10][C:11]([CH3:14])([CH3:13])[CH3:12])(=[O:6])[C:2]([CH3:5])([CH3:4])[CH3:3], predict the reactants needed to synthesize it. The reactants are: [C:1]([O:7][CH2:8][C@H:9]([C:15]1[C:24]([CH3:25])=[CH:23][C:18]2[N:19]=[C:20]([NH2:22])[S:21][C:17]=2[C:16]=1Br)[O:10][C:11]([CH3:14])([CH3:13])[CH3:12])(=[O:6])[C:2]([CH3:5])([CH3:4])[CH3:3].C([O-])([O-])=O.[K+].[K+].[Cl:33][C:34]1[CH:39]=[CH:38][C:37](B(O)O)=[CH:36][CH:35]=1.O1CCOCC1. (6) Given the product [CH:9]1[C:10]2[C:1]3[O:11][C:14]4[CH2:15][CH2:16][CH2:17][CH2:18][C:13]=4[C:2]=3[CH:3]=[CH:4][C:5]=2[CH:6]=[CH:7][CH:8]=1, predict the reactants needed to synthesize it. The reactants are: [C:1]1([OH:11])[C:10]2[C:5](=[CH:6][CH:7]=[CH:8][CH:9]=2)[CH:4]=[CH:3][CH:2]=1.O.[C:13]1(C)[CH:18]=[CH:17][C:16](S(O)(=O)=O)=[CH:15][CH:14]=1.C1CCC=CC=1. (7) Given the product [CH3:23][O:22][C:20]1[CH:19]=[C:14]([CH:13]=[C:12]([N:11]=[CH:9][C:6]2[CH:5]=[N:4][C:3]([O:2][CH3:1])=[CH:8][N:7]=2)[CH:21]=1)[O:15][CH2:16][CH2:17][OH:18], predict the reactants needed to synthesize it. The reactants are: [CH3:1][O:2][C:3]1[N:4]=[CH:5][C:6]([CH:9]=O)=[N:7][CH:8]=1.[NH2:11][C:12]1[CH:13]=[C:14]([CH:19]=[C:20]([O:22][CH3:23])[CH:21]=1)[O:15][CH2:16][CH2:17][OH:18]. (8) Given the product [OH:7][C:8]1[CH:17]=[CH:16][C:11]([C:12]([O:14][CH3:15])=[O:13])=[CH:10][C:9]=1[C:18]([OH:20])=[O:19], predict the reactants needed to synthesize it. The reactants are: N1C=CC=CC=1.[OH:7][C:8]1[CH:17]=[CH:16][C:11]([C:12]([O:14][CH3:15])=[O:13])=[CH:10][C:9]=1[C:18]([O:20]C)=[O:19].